From a dataset of Forward reaction prediction with 1.9M reactions from USPTO patents (1976-2016). Predict the product of the given reaction. The product is: [Cl:1][C:2]1[CH:11]=[C:10]2[C:5]([CH:6]=[CH:7][C:8](/[CH:12]=[CH:13]/[C:14]3[CH:15]=[C:16]([CH:20]([OH:21])[CH2:22][O:33][C:28]4[CH:29]=[CH:30][CH:31]=[CH:32][C:27]=4[C:24]([OH:23])([CH3:26])[CH3:25])[CH:17]=[CH:18][CH:19]=3)=[N:9]2)=[CH:4][CH:3]=1. Given the reactants [Cl:1][C:2]1[CH:11]=[C:10]2[C:5]([CH:6]=[CH:7][C:8](/[CH:12]=[CH:13]/[C:14]3[CH:19]=[CH:18][CH:17]=[C:16]([CH:20]4[CH2:22][O:21]4)[CH:15]=3)=[N:9]2)=[CH:4][CH:3]=1.[OH:23][C:24]([C:27]1[CH:32]=[CH:31][CH:30]=[CH:29][C:28]=1[OH:33])([CH3:26])[CH3:25].C(=O)([O-])[O-].[K+].[K+].C(O)(=O)C, predict the reaction product.